Dataset: Reaction yield outcomes from USPTO patents with 853,638 reactions. Task: Predict the reaction yield, written as a fraction of the theoretical maximum amount of product (1.0 means a 100% yield; for example, 0.34 means a 34% yield). (1) The reactants are [F:1][C:2]1[C:3]([O:28]CC2C=CC=CC=2)=[C:4]([C:8]2[N:13]([CH2:14][CH2:15][C:16]3[CH:21]=[CH:20][CH:19]=[CH:18][CH:17]=3)[C:12](=[O:22])[C:11]([CH2:23][CH:24]([CH3:26])[CH3:25])=[C:10]([CH3:27])[N:9]=2)[CH:5]=[CH:6][CH:7]=1.B(Br)(Br)Br. The catalyst is CO. The product is [F:1][C:2]1[C:3]([OH:28])=[C:4]([C:8]2[N:13]([CH2:14][CH2:15][C:16]3[CH:17]=[CH:18][CH:19]=[CH:20][CH:21]=3)[C:12](=[O:22])[C:11]([CH2:23][CH:24]([CH3:25])[CH3:26])=[C:10]([CH3:27])[N:9]=2)[CH:5]=[CH:6][CH:7]=1. The yield is 0.850. (2) The product is [OH:3][CH:1]([C:4]1[S:8][C:7]([C:9]2[CH:10]=[CH:11][C:12](=[O:16])[N:13]([CH3:15])[CH:14]=2)=[CH:6][CH:5]=1)[CH3:2]. The catalyst is C1COCC1.CO. The reactants are [C:1]([C:4]1[S:8][C:7]([C:9]2[CH:10]=[CH:11][C:12](=[O:16])[N:13]([CH3:15])[CH:14]=2)=[CH:6][CH:5]=1)(=[O:3])[CH3:2].[BH4-].[Na+]. The yield is 0.760. (3) The yield is 0.780. The product is [NH2:32][C:10](=[O:11])[C@@H:9]([NH:8][C:6](=[O:7])[O:5][C:1]([CH3:4])([CH3:3])[CH3:2])[CH2:13][CH:14]1[CH2:16][CH2:15]1. The catalyst is C(#N)C. The reactants are [C:1]([O:5][C:6]([NH:8][C@@H:9]([CH2:13][CH:14]1[CH2:16][CH2:15]1)[C:10](O)=[O:11])=[O:7])([CH3:4])([CH3:3])[CH3:2].C(OC(OC(C)(C)C)=O)(OC(C)(C)C)=O.[N:32]1C=CC=CC=1.N.